Dataset: NCI-60 drug combinations with 297,098 pairs across 59 cell lines. Task: Regression. Given two drug SMILES strings and cell line genomic features, predict the synergy score measuring deviation from expected non-interaction effect. (1) Drug 1: COC1=CC(=CC(=C1O)OC)C2C3C(COC3=O)C(C4=CC5=C(C=C24)OCO5)OC6C(C(C7C(O6)COC(O7)C8=CC=CS8)O)O. Drug 2: CC(C)(C#N)C1=CC(=CC(=C1)CN2C=NC=N2)C(C)(C)C#N. Cell line: HOP-62. Synergy scores: CSS=40.0, Synergy_ZIP=-0.458, Synergy_Bliss=-2.02, Synergy_Loewe=-17.0, Synergy_HSA=-0.804. (2) Drug 1: C1=CC(=C2C(=C1NCCNCCO)C(=O)C3=C(C=CC(=C3C2=O)O)O)NCCNCCO. Drug 2: C1CN1P(=S)(N2CC2)N3CC3. Cell line: CAKI-1. Synergy scores: CSS=51.6, Synergy_ZIP=-5.22, Synergy_Bliss=-2.00, Synergy_Loewe=-25.7, Synergy_HSA=2.95. (3) Drug 1: C1CC(C1)(C(=O)O)C(=O)O.[NH2-].[NH2-].[Pt+2]. Drug 2: CS(=O)(=O)CCNCC1=CC=C(O1)C2=CC3=C(C=C2)N=CN=C3NC4=CC(=C(C=C4)OCC5=CC(=CC=C5)F)Cl. Cell line: UACC-257. Synergy scores: CSS=-1.19, Synergy_ZIP=-0.240, Synergy_Bliss=-1.03, Synergy_Loewe=-1.79, Synergy_HSA=-2.65. (4) Drug 1: C1=CC(=C2C(=C1NCCNCCO)C(=O)C3=C(C=CC(=C3C2=O)O)O)NCCNCCO. Drug 2: CC1=C2C(C(=O)C3(C(CC4C(C3C(C(C2(C)C)(CC1OC(=O)C(C(C5=CC=CC=C5)NC(=O)OC(C)(C)C)O)O)OC(=O)C6=CC=CC=C6)(CO4)OC(=O)C)O)C)O. Cell line: K-562. Synergy scores: CSS=48.6, Synergy_ZIP=-3.87, Synergy_Bliss=-4.63, Synergy_Loewe=-7.54, Synergy_HSA=-3.24. (5) Drug 1: CN(CC1=CN=C2C(=N1)C(=NC(=N2)N)N)C3=CC=C(C=C3)C(=O)NC(CCC(=O)O)C(=O)O. Drug 2: C1CC(=O)NC(=O)C1N2C(=O)C3=CC=CC=C3C2=O. Cell line: 786-0. Synergy scores: CSS=24.5, Synergy_ZIP=2.41, Synergy_Bliss=-2.87, Synergy_Loewe=-14.9, Synergy_HSA=-5.81. (6) Drug 1: CC1=C(C(=O)C2=C(C1=O)N3CC4C(C3(C2COC(=O)N)OC)N4)N. Drug 2: CC1C(C(CC(O1)OC2CC(CC3=C2C(=C4C(=C3O)C(=O)C5=C(C4=O)C(=CC=C5)OC)O)(C(=O)CO)O)N)O.Cl. Cell line: M14. Synergy scores: CSS=48.2, Synergy_ZIP=-5.88, Synergy_Bliss=-0.256, Synergy_Loewe=-5.02, Synergy_HSA=1.87.